This data is from Catalyst prediction with 721,799 reactions and 888 catalyst types from USPTO. The task is: Predict which catalyst facilitates the given reaction. Reactant: [N+:1]([C:4]1[CH:5]=[C:6]2[N:12]=[CH:11][NH:10][C:7]2=[N:8][CH:9]=1)([O-])=O. Product: [N:8]1[CH:9]=[CH:4][C:5]([C:11]2[NH:10][C:7]3=[N:8][CH:9]=[C:4]([NH2:1])[CH:5]=[C:6]3[N:12]=2)=[CH:6][CH:7]=1. The catalyst class is: 723.